This data is from Forward reaction prediction with 1.9M reactions from USPTO patents (1976-2016). The task is: Predict the product of the given reaction. (1) Given the reactants [N+:1]([C:4]1[CH:12]=[C:8]([C:9]([OH:11])=O)[C:7]([OH:13])=[CH:6][CH:5]=1)([O-:3])=[O:2].[F:14][C:15]1[CH:21]=[C:20]([F:22])[CH:19]=[CH:18][C:16]=1[NH2:17].P(Cl)(Cl)Cl, predict the reaction product. The product is: [F:14][C:15]1[CH:21]=[C:20]([F:22])[CH:19]=[CH:18][C:16]=1[NH:17][C:9]([C:8]1[CH:12]=[C:4]([N+:1]([O-:3])=[O:2])[CH:5]=[CH:6][C:7]=1[OH:13])=[O:11]. (2) Given the reactants Cl[C:2]1[N:7]=[C:6]([N:8]2[CH2:13][CH2:12][O:11][CH2:10][CH2:9]2)[C:5]([O:14][CH3:15])=[CH:4][N:3]=1.[N+:16]([C:19]1[CH:20]=[C:21](B(O)O)[CH:22]=[CH:23][CH:24]=1)([O-:18])=[O:17].C([O-])([O-])=O.[Na+].[Na+], predict the reaction product. The product is: [CH3:15][O:14][C:5]1[C:6]([N:8]2[CH2:13][CH2:12][O:11][CH2:10][CH2:9]2)=[N:7][C:2]([C:23]2[CH:22]=[CH:21][CH:20]=[C:19]([N+:16]([O-:18])=[O:17])[CH:24]=2)=[N:3][CH:4]=1. (3) Given the reactants [NH:1]1[CH:5]=[CH:4][N:3]=[C:2]1[CH2:6][N:7]([CH2:14][C:15]1[CH:28]=[CH:27][C:18]([C:19]([NH:21][CH2:22][CH2:23][CH2:24][CH2:25][NH2:26])=[O:20])=[CH:17][CH:16]=1)[CH2:8][C:9]1[NH:10][CH:11]=[CH:12][N:13]=1.[F:29][C:30]([F:40])([F:39])[C:31]1[CH:38]=[CH:37][CH:36]=[CH:35][C:32]=1[CH:33]=O.C(OC)(OC)OC.[BH4-].[Na+], predict the reaction product. The product is: [CH:36]1[CH:35]=[C:32]([CH2:33][NH:26][CH2:25][CH2:24][CH2:23][CH2:22][NH:21][C:19]([C:18]2[CH:27]=[CH:28][C:15]([CH2:14][N:7]([CH2:8][C:9]3[NH:13][CH:12]=[CH:11][N:10]=3)[CH2:6][C:2]3[NH:3][CH:4]=[CH:5][N:1]=3)=[CH:16][CH:17]=2)=[O:20])[C:31]([C:30]([F:29])([F:39])[F:40])=[CH:38][CH:37]=1. (4) Given the reactants [NH:1]1[CH2:4][CH:3]([CH2:5][NH:6][C:7]2[N:12]3[CH:13]=[CH:14][N:15]=[C:11]3[C:10]([C:16]([NH2:18])=[O:17])=[C:9]([NH:19][C:20]3[CH:25]=[C:24]([O:26][CH3:27])[CH:23]=[C:22]([O:28][CH3:29])[CH:21]=3)[N:8]=2)[CH2:2]1.[C:30]([CH2:32][C:33](O)=[O:34])#[N:31].CN(C(ON1N=NC2C=CC=NC1=2)=[N+](C)C)C.F[P-](F)(F)(F)(F)F.CCN(C(C)C)C(C)C, predict the reaction product. The product is: [C:30]([CH2:32][C:33]([N:1]1[CH2:2][CH:3]([CH2:5][NH:6][C:7]2[N:12]3[CH:13]=[CH:14][N:15]=[C:11]3[C:10]([C:16]([NH2:18])=[O:17])=[C:9]([NH:19][C:20]3[CH:25]=[C:24]([O:26][CH3:27])[CH:23]=[C:22]([O:28][CH3:29])[CH:21]=3)[N:8]=2)[CH2:4]1)=[O:34])#[N:31]. (5) Given the reactants Cl.Cl.[CH:3]([C:6]1[S:7][CH:8]=[C:9]([C:11]([N:13]2[CH2:18][C:17]3([CH2:23][CH2:22][NH:21][CH2:20][CH2:19]3)[O:16][CH2:15][CH2:14]2)=[O:12])[N:10]=1)([CH3:5])[CH3:4].[OH-].[Na+], predict the reaction product. The product is: [CH:3]([C:6]1[S:7][CH:8]=[C:9]([C:11]([N:13]2[CH2:18][C:17]3([CH2:19][CH2:20][NH:21][CH2:22][CH2:23]3)[O:16][CH2:15][CH2:14]2)=[O:12])[N:10]=1)([CH3:5])[CH3:4].[CH3:23][CH:17]1[CH2:19][CH2:20][CH2:15][O:16]1. (6) Given the reactants [Cl:1][C:2]1[CH:3]=[C:4]([CH:14]([NH:16][C:17]([C:19]2[CH:24]=[C:23]([CH3:25])[N:22]=[C:21]([C:26]([O:28]C)=[O:27])[CH:20]=2)=[O:18])[CH3:15])[CH:5]=[N:6][C:7]=1[O:8][CH2:9][C:10]([F:13])([F:12])[F:11].[OH-].[Na+].Cl, predict the reaction product. The product is: [Cl:1][C:2]1[CH:3]=[C:4]([CH:14]([NH:16][C:17]([C:19]2[CH:24]=[C:23]([CH3:25])[N:22]=[C:21]([C:26]([OH:28])=[O:27])[CH:20]=2)=[O:18])[CH3:15])[CH:5]=[N:6][C:7]=1[O:8][CH2:9][C:10]([F:13])([F:11])[F:12].